Dataset: Forward reaction prediction with 1.9M reactions from USPTO patents (1976-2016). Task: Predict the product of the given reaction. (1) The product is: [NH2:20][C:18]1[N:10]([C:11]([O:13][C:14]([CH3:15])([CH3:16])[CH3:17])=[O:12])[N:9]=[C:3]([C:4]([O:6][CH2:7][CH3:8])=[O:5])[CH:1]=1. Given the reactants [C:1](/[C:3](=[N:9]/[NH:10][C:11]([O:13][C:14]([CH3:17])([CH3:16])[CH3:15])=[O:12])/[C:4]([O:6][CH2:7][CH3:8])=[O:5])#N.[CH2:18]([N:20](CC)CC)C, predict the reaction product. (2) Given the reactants [CH2:1]([O:8][C:9]1[CH:10]=[C:11]([CH2:22][CH:23]=[O:24])[CH:12]=[N:13][C:14]=1[NH:15][C:16]1[S:17][CH:18]=[C:19]([CH3:21])[N:20]=1)[C:2]1[CH:7]=[CH:6][CH:5]=[CH:4][CH:3]=1.[NH4+].[Cl-:26].Cl, predict the reaction product. The product is: [ClH:26].[CH2:1]([O:8][C:9]1[CH:10]=[C:11]([CH2:22][CH2:23][OH:24])[CH:12]=[N:13][C:14]=1[NH:15][C:16]1[S:17][CH:18]=[C:19]([CH3:21])[N:20]=1)[C:2]1[CH:7]=[CH:6][CH:5]=[CH:4][CH:3]=1. (3) The product is: [OH:4][CH:1]1[O:5][CH2:14][CH2:13][N:12]([CH2:11][C:10]2[CH:16]=[CH:17][CH:18]=[C:8]([C:6]#[N:7])[CH:9]=2)[C:2]1=[O:3]. Given the reactants [C:1]([OH:5])(=[O:4])[CH:2]=[O:3].[C:6]([C:8]1[CH:9]=[C:10]([CH:16]=[CH:17][CH:18]=1)[CH2:11][NH:12][CH2:13][CH2:14]O)#[N:7].O, predict the reaction product. (4) Given the reactants [Cl:1][C:2]1[CH:27]=[CH:26][C:5]2[N:6]3[C:10]([CH2:11][N:12]([CH3:14])[CH2:13][C:4]=2[CH:3]=1)=[N:9][N:8]=[C:7]3[C@H:15]1[CH2:20][CH2:19][C@H:18]([O:21][CH:22]([CH3:25])[CH2:23]O)[CH2:17][CH2:16]1.COCCN(S(F)(F)[F:38])CCOC, predict the reaction product. The product is: [Cl:1][C:2]1[CH:27]=[CH:26][C:5]2[N:6]3[C:10]([CH2:11][N:12]([CH3:14])[CH2:13][C:4]=2[CH:3]=1)=[N:9][N:8]=[C:7]3[C@H:15]1[CH2:20][CH2:19][C@H:18]([O:21][CH:22]([CH3:25])[CH2:23][F:38])[CH2:17][CH2:16]1.